From a dataset of NCI-60 drug combinations with 297,098 pairs across 59 cell lines. Regression. Given two drug SMILES strings and cell line genomic features, predict the synergy score measuring deviation from expected non-interaction effect. (1) Drug 1: CC1C(C(CC(O1)OC2CC(CC3=C2C(=C4C(=C3O)C(=O)C5=C(C4=O)C(=CC=C5)OC)O)(C(=O)C)O)N)O.Cl. Drug 2: CC1C(C(CC(O1)OC2CC(CC3=C2C(=C4C(=C3O)C(=O)C5=C(C4=O)C(=CC=C5)OC)O)(C(=O)CO)O)N)O.Cl. Cell line: NCI-H460. Synergy scores: CSS=58.3, Synergy_ZIP=1.89, Synergy_Bliss=1.48, Synergy_Loewe=-2.44, Synergy_HSA=3.46. (2) Drug 1: C1CCC(CC1)NC(=O)N(CCCl)N=O. Drug 2: CN(C)C1=NC(=NC(=N1)N(C)C)N(C)C. Cell line: NCI-H322M. Synergy scores: CSS=-6.20, Synergy_ZIP=-0.164, Synergy_Bliss=-6.05, Synergy_Loewe=-10.7, Synergy_HSA=-8.32. (3) Cell line: OVCAR3. Drug 2: CC(C)(C#N)C1=CC(=CC(=C1)CN2C=NC=N2)C(C)(C)C#N. Drug 1: CC1OCC2C(O1)C(C(C(O2)OC3C4COC(=O)C4C(C5=CC6=C(C=C35)OCO6)C7=CC(=C(C(=C7)OC)O)OC)O)O. Synergy scores: CSS=29.1, Synergy_ZIP=-8.41, Synergy_Bliss=-4.67, Synergy_Loewe=-4.82, Synergy_HSA=-4.11. (4) Drug 1: CN1CCC(CC1)COC2=C(C=C3C(=C2)N=CN=C3NC4=C(C=C(C=C4)Br)F)OC. Drug 2: CCC1(CC2CC(C3=C(CCN(C2)C1)C4=CC=CC=C4N3)(C5=C(C=C6C(=C5)C78CCN9C7C(C=CC9)(C(C(C8N6C)(C(=O)OC)O)OC(=O)C)CC)OC)C(=O)OC)O.OS(=O)(=O)O. Cell line: HOP-92. Synergy scores: CSS=32.8, Synergy_ZIP=-2.90, Synergy_Bliss=1.32, Synergy_Loewe=0.599, Synergy_HSA=3.89. (5) Drug 1: CCCCC(=O)OCC(=O)C1(CC(C2=C(C1)C(=C3C(=C2O)C(=O)C4=C(C3=O)C=CC=C4OC)O)OC5CC(C(C(O5)C)O)NC(=O)C(F)(F)F)O. Drug 2: C1CN(CCN1C(=O)CCBr)C(=O)CCBr. Cell line: U251. Synergy scores: CSS=81.8, Synergy_ZIP=-6.29, Synergy_Bliss=-3.46, Synergy_Loewe=-3.75, Synergy_HSA=-0.749.